From a dataset of NCI-60 drug combinations with 297,098 pairs across 59 cell lines. Regression. Given two drug SMILES strings and cell line genomic features, predict the synergy score measuring deviation from expected non-interaction effect. Drug 1: CC1CCC2CC(C(=CC=CC=CC(CC(C(=O)C(C(C(=CC(C(=O)CC(OC(=O)C3CCCCN3C(=O)C(=O)C1(O2)O)C(C)CC4CCC(C(C4)OC)O)C)C)O)OC)C)C)C)OC. Drug 2: CC1=C(C(=CC=C1)Cl)NC(=O)C2=CN=C(S2)NC3=CC(=NC(=N3)C)N4CCN(CC4)CCO. Cell line: RXF 393. Synergy scores: CSS=11.1, Synergy_ZIP=0.811, Synergy_Bliss=3.70, Synergy_Loewe=3.99, Synergy_HSA=4.16.